From a dataset of Reaction yield outcomes from USPTO patents with 853,638 reactions. Predict the reaction yield, written as a fraction of the theoretical maximum amount of product (1.0 means a 100% yield; for example, 0.34 means a 34% yield). (1) The reactants are I[C:2]1[N:3]=[N:4][C:5]([C:8]#[C:9][C:10]2[CH:15]=[CH:14][CH:13]=[CH:12][CH:11]=2)=[CH:6][CH:7]=1.[CH3:16][C:17]1([CH3:24])[CH2:22][CH2:21][NH:20][C:19](=[O:23])[CH2:18]1.C1(P(C2C=CC=CC=2)C2C3OC4C(=CC=CC=4P(C4C=CC=CC=4)C4C=CC=CC=4)C(C)(C)C=3C=CC=2)C=CC=CC=1. The catalyst is C1(C)C=CC=CC=1.C1C=CC(/C=C/C(/C=C/C2C=CC=CC=2)=O)=CC=1.C1C=CC(/C=C/C(/C=C/C2C=CC=CC=2)=O)=CC=1.C1C=CC(/C=C/C(/C=C/C2C=CC=CC=2)=O)=CC=1.[Pd].[Pd]. The product is [CH3:16][C:17]1([CH3:24])[CH2:22][CH2:21][N:20]([C:2]2[N:3]=[N:4][C:5]([C:8]#[C:9][C:10]3[CH:15]=[CH:14][CH:13]=[CH:12][CH:11]=3)=[CH:6][CH:7]=2)[C:19](=[O:23])[CH2:18]1. The yield is 0.230. (2) The reactants are [NH2:1][C:2]1[N:10]=[CH:9][CH:8]=[CH:7][C:3]=1[C:4]([OH:6])=O.[CH:11]([NH2:13])=O. No catalyst specified. The product is [N:1]1[C:2]2[N:10]=[CH:9][CH:8]=[CH:7][C:3]=2[C:4](=[O:6])[NH:13][CH:11]=1. The yield is 0.494. (3) The reactants are [Br:1][C:2]1[CH:3]=[C:4]2[C:9](=[CH:10][CH:11]=1)[N:8]=[CH:7][CH:6]=[C:5]2Cl.[CH3:13][O-:14].[Na+]. The catalyst is CO. The product is [Br:1][C:2]1[CH:3]=[C:4]2[C:9](=[CH:10][CH:11]=1)[N:8]=[CH:7][CH:6]=[C:5]2[O:14][CH3:13]. The yield is 0.890. (4) The reactants are Br[C:2]1[CH:3]=[C:4]([C:8]2[N:9]=[C:10]3[CH:15]=[C:14]([C:16]4[N:26]=[C:19]5[C:20]([CH3:25])=[N:21][CH:22]=[C:23]([CH3:24])[N:18]5[N:17]=4)[CH:13]=[CH:12][N:11]3[CH:27]=2)[CH:5]=[CH:6][CH:7]=1.[NH:28]1[CH2:32][CH2:31][CH2:30][CH2:29]1.CC(C)([O-])C.[Na+].C1C=CC(P(C2C(C3C(P(C4C=CC=CC=4)C4C=CC=CC=4)=CC=C4C=3C=CC=C4)=C3C(C=CC=C3)=CC=2)C2C=CC=CC=2)=CC=1.[Br-]. The catalyst is [NH4+].[Cl-].C([O-])(=O)C.[Pd+2].C([O-])(=O)C.C1(C)C=CC=CC=1. The product is [CH3:24][C:23]1[N:18]2[N:17]=[C:16]([C:14]3[CH:13]=[CH:12][N:11]4[CH:27]=[C:8]([C:4]5[CH:5]=[CH:6][CH:7]=[C:2]([N:28]6[CH2:32][CH2:31][CH2:30][CH2:29]6)[CH:3]=5)[N:9]=[C:10]4[CH:15]=3)[N:26]=[C:19]2[C:20]([CH3:25])=[N:21][CH:22]=1. The yield is 0.539.